The task is: Predict the reactants needed to synthesize the given product.. This data is from Full USPTO retrosynthesis dataset with 1.9M reactions from patents (1976-2016). (1) Given the product [NH2:1][C:2]1[N:6]([CH3:7])[C:5](=[O:8])[C:4]([C:19]2[CH:24]=[CH:23][C:22]([O:25][CH:26]([F:28])[F:27])=[C:21]([CH:29]3[CH2:36][CH2:31]3)[CH:20]=2)([C:9]2[CH:14]=[CH:13][CH:12]=[C:11]([C:15]#[C:16][CH2:17][F:18])[CH:10]=2)[N:3]=1, predict the reactants needed to synthesize it. The reactants are: [NH2:1][C:2]1[N:6]([CH3:7])[C:5](=[O:8])[C:4]([C:19]2[CH:24]=[CH:23][C:22]([O:25][CH:26]([F:28])[F:27])=[C:21]([CH3:29])[CH:20]=2)([C:9]2[CH:14]=[CH:13][CH:12]=[C:11]([C:15]#[C:16][CH2:17][F:18])[CH:10]=2)[N:3]=1.Br[C:31]1C=C(C(=O)C(C2C=CC(OC(F)F)=C(C3CC3)C=2)=O)C=C[CH:36]=1.C(O)C#C. (2) Given the product [NH2:11][CH:12]1[C:17]2([O:21][CH2:20][CH2:19][O:18]2)[CH2:16][N:15]([C:22]([O:24][CH3:25])=[O:23])[CH2:14][CH2:13]1, predict the reactants needed to synthesize it. The reactants are: C(OC([NH:11][CH:12]1[C:17]2([O:21][CH2:20][CH2:19][O:18]2)[CH2:16][N:15]([C:22]([O:24][CH3:25])=[O:23])[CH2:14][CH2:13]1)=O)C1C=CC=CC=1.